From a dataset of NCI-60 drug combinations with 297,098 pairs across 59 cell lines. Regression. Given two drug SMILES strings and cell line genomic features, predict the synergy score measuring deviation from expected non-interaction effect. (1) Drug 1: C(CCl)NC(=O)N(CCCl)N=O. Drug 2: COCCOC1=C(C=C2C(=C1)C(=NC=N2)NC3=CC=CC(=C3)C#C)OCCOC.Cl. Cell line: COLO 205. Synergy scores: CSS=13.3, Synergy_ZIP=-1.88, Synergy_Bliss=1.61, Synergy_Loewe=-0.0576, Synergy_HSA=0.433. (2) Drug 2: C(CN)CNCCSP(=O)(O)O. Synergy scores: CSS=5.78, Synergy_ZIP=1.86, Synergy_Bliss=10.2, Synergy_Loewe=8.49, Synergy_HSA=8.18. Drug 1: CCCS(=O)(=O)NC1=C(C(=C(C=C1)F)C(=O)C2=CNC3=C2C=C(C=N3)C4=CC=C(C=C4)Cl)F. Cell line: NCI-H460. (3) Drug 1: CC12CCC3C(C1CCC2=O)CC(=C)C4=CC(=O)C=CC34C. Drug 2: CN(C(=O)NC(C=O)C(C(C(CO)O)O)O)N=O. Cell line: NCI/ADR-RES. Synergy scores: CSS=33.1, Synergy_ZIP=-0.367, Synergy_Bliss=-2.34, Synergy_Loewe=-20.2, Synergy_HSA=-2.30. (4) Drug 1: C1=C(C(=O)NC(=O)N1)N(CCCl)CCCl. Drug 2: C1C(C(OC1N2C=NC3=C(N=C(N=C32)Cl)N)CO)O. Cell line: 786-0. Synergy scores: CSS=14.6, Synergy_ZIP=-9.46, Synergy_Bliss=-9.17, Synergy_Loewe=-10.3, Synergy_HSA=-8.55. (5) Drug 1: CC1=C(C(=O)C2=C(C1=O)N3CC4C(C3(C2COC(=O)N)OC)N4)N. Drug 2: C(CN)CNCCSP(=O)(O)O. Cell line: UO-31. Synergy scores: CSS=7.22, Synergy_ZIP=-1.66, Synergy_Bliss=1.49, Synergy_Loewe=-8.79, Synergy_HSA=-2.29. (6) Drug 1: C1CC(=O)NC(=O)C1N2CC3=C(C2=O)C=CC=C3N. Drug 2: CCC(=C(C1=CC=CC=C1)C2=CC=C(C=C2)OCCN(C)C)C3=CC=CC=C3.C(C(=O)O)C(CC(=O)O)(C(=O)O)O. Cell line: MOLT-4. Synergy scores: CSS=-15.3, Synergy_ZIP=2.12, Synergy_Bliss=-11.5, Synergy_Loewe=-17.2, Synergy_HSA=-15.5. (7) Cell line: A498. Drug 1: C1CC(=O)NC(=O)C1N2CC3=C(C2=O)C=CC=C3N. Drug 2: CC1=C(C(=CC=C1)Cl)NC(=O)C2=CN=C(S2)NC3=CC(=NC(=N3)C)N4CCN(CC4)CCO. Synergy scores: CSS=10.6, Synergy_ZIP=-2.09, Synergy_Bliss=0.912, Synergy_Loewe=-2.82, Synergy_HSA=0.613. (8) Drug 1: CS(=O)(=O)C1=CC(=C(C=C1)C(=O)NC2=CC(=C(C=C2)Cl)C3=CC=CC=N3)Cl. Drug 2: CC1=C2C(C(=O)C3(C(CC4C(C3C(C(C2(C)C)(CC1OC(=O)C(C(C5=CC=CC=C5)NC(=O)OC(C)(C)C)O)O)OC(=O)C6=CC=CC=C6)(CO4)OC(=O)C)O)C)O. Cell line: HCT116. Synergy scores: CSS=61.4, Synergy_ZIP=20.8, Synergy_Bliss=19.0, Synergy_Loewe=-15.3, Synergy_HSA=18.3. (9) Drug 1: CN(C)C1=NC(=NC(=N1)N(C)C)N(C)C. Drug 2: CS(=O)(=O)OCCCCOS(=O)(=O)C. Cell line: DU-145. Synergy scores: CSS=-4.16, Synergy_ZIP=1.25, Synergy_Bliss=-1.40, Synergy_Loewe=-6.42, Synergy_HSA=-5.38.